Dataset: Full USPTO retrosynthesis dataset with 1.9M reactions from patents (1976-2016). Task: Predict the reactants needed to synthesize the given product. (1) Given the product [ClH:1].[ClH:32].[NH2:23][C:19]1[CH:18]=[C:17]([CH2:16][CH2:15][C:11]2[CH:10]=[C:9]([NH:8][C:6]3[C:5]([Cl:31])=[CH:4][N:3]=[C:2]([Cl:1])[N:7]=3)[CH:14]=[CH:13][CH:12]=2)[CH:22]=[CH:21][N:20]=1, predict the reactants needed to synthesize it. The reactants are: [Cl:1][C:2]1[N:7]=[C:6]([NH:8][C:9]2[CH:10]=[C:11]([CH2:15][CH2:16][C:17]3[CH:22]=[CH:21][N:20]=[C:19]([NH:23]C(=O)OC(C)(C)C)[CH:18]=3)[CH:12]=[CH:13][CH:14]=2)[C:5]([Cl:31])=[CH:4][N:3]=1.[ClH:32]. (2) Given the product [NH2:21][CH:19]([CH3:20])[C:18]([NH:17][CH2:16][C:12]1[CH:13]=[CH:14][C:15]2[N:3]([CH2:1][CH3:2])[C:4]3[C:9]([C:10]=2[CH:11]=1)=[CH:8][CH:7]=[CH:6][CH:5]=3)=[O:29], predict the reactants needed to synthesize it. The reactants are: [CH2:1]([N:3]1[C:15]2[CH:14]=[CH:13][C:12]([CH2:16][NH:17][C:18](=[O:29])[CH:19]([NH:21]C(=O)OC(C)(C)C)[CH3:20])=[CH:11][C:10]=2[C:9]2[C:4]1=[CH:5][CH:6]=[CH:7][CH:8]=2)[CH3:2].C(O)(C(F)(F)F)=O. (3) Given the product [ClH:22].[ClH:22].[C:1]1([C:7]2[N:11]=[CH:10][N:9]([CH2:12][CH2:13][NH2:14])[N:8]=2)[CH:2]=[CH:3][CH:4]=[CH:5][CH:6]=1, predict the reactants needed to synthesize it. The reactants are: [C:1]1([C:7]2[N:11]=[CH:10][N:9]([CH2:12][CH2:13][NH:14]C(=O)OC(C)(C)C)[N:8]=2)[CH:6]=[CH:5][CH:4]=[CH:3][CH:2]=1.[ClH:22]. (4) Given the product [CH:27]([C:25]1[Se:26][C:22]([C:19]2[CH:20]=[CH:21][C:16]([CH:13]3[CH2:14][CH2:15][CH:10]([CH2:7][CH2:8][CH3:9])[CH2:11][CH2:12]3)=[CH:17][CH:18]=2)=[CH:23][CH:24]=1)=[CH:1][CH3:2], predict the reactants needed to synthesize it. The reactants are: [CH3:1][C:2](C)([O-])C.[K+].[CH2:7]([CH:10]1[CH2:15][CH2:14][CH:13]([C:16]2[CH:21]=[CH:20][C:19]([C:22]3[Se:26][C:25]([CH:27]=O)=[CH:24][CH:23]=3)=[CH:18][CH:17]=2)[CH2:12][CH2:11]1)[CH2:8][CH3:9].Cl. (5) Given the product [CH2:14]([C:3]1([CH2:1][CH3:2])[C:11]2[C:6](=[C:7]([O:12][CH3:13])[CH:8]=[CH:9][CH:10]=2)[N:5]([C:17]2[CH:22]=[CH:21][CH:20]=[CH:19][C:18]=2[N+:23]([O-:25])=[O:24])[CH2:4]1)[CH3:15], predict the reactants needed to synthesize it. The reactants are: [CH2:1]([C:3]1([CH2:14][CH3:15])[C:11]2[C:6](=[C:7]([O:12][CH3:13])[CH:8]=[CH:9][CH:10]=2)[NH:5][CH2:4]1)[CH3:2].Br[C:17]1[CH:22]=[CH:21][CH:20]=[CH:19][C:18]=1[N+:23]([O-:25])=[O:24].C1C=CC(P(C2C(C3C(P(C4C=CC=CC=4)C4C=CC=CC=4)=CC=C4C=3C=CC=C4)=C3C(C=CC=C3)=CC=2)C2C=CC=CC=2)=CC=1.C(=O)([O-])[O-].[Cs+].[Cs+].